Dataset: Reaction yield outcomes from USPTO patents with 853,638 reactions. Task: Predict the reaction yield, written as a fraction of the theoretical maximum amount of product (1.0 means a 100% yield; for example, 0.34 means a 34% yield). (1) The reactants are [N+:1]([C:4]1[CH:5]=[C:6]2[C:11](=[CH:12][CH:13]=1)[N:10]=[C:9]([C:14]([OH:16])=[O:15])[CH:8]=[N:7]2)([O-:3])=[O:2].S(=O)(=O)(O)O.C(=O)([O-])[O-].[Na+].[Na+].[CH2:28](O)[CH3:29]. No catalyst specified. The product is [N+:1]([C:4]1[CH:5]=[C:6]2[C:11](=[CH:12][CH:13]=1)[N:10]=[C:9]([C:14]([O:16][CH2:28][CH3:29])=[O:15])[CH:8]=[N:7]2)([O-:3])=[O:2]. The yield is 0.670. (2) The yield is 0.710. The product is [CH2:8]([N:7]([CH2:1][CH2:2][CH2:3][CH2:4][CH2:5][CH3:6])[C:24](=[O:26])[CH2:23][CH2:22][C:19]1[CH:18]=[CH:17][C:16]([OH:15])=[CH:21][CH:20]=1)[C:9]1[CH:14]=[CH:13][CH:12]=[CH:11][CH:10]=1. The catalyst is CN(C=O)C. The reactants are [CH2:1]([NH:7][CH2:8][C:9]1[CH:14]=[CH:13][CH:12]=[CH:11][CH:10]=1)[CH2:2][CH2:3][CH2:4][CH2:5][CH3:6].[OH:15][C:16]1[CH:21]=[CH:20][C:19]([CH2:22][CH2:23][C:24]([OH:26])=O)=[CH:18][CH:17]=1.C1C=CC2N(O)N=NC=2C=1.CN(C(ON1N=NC2C=CC=CC1=2)=[N+](C)C)C.[B-](F)(F)(F)F.CCN(C(C)C)C(C)C. (3) The reactants are [K+].[CH3:2][Si:3]([CH3:17])([CH3:16])[CH2:4][CH2:5][O:6][CH2:7][N:8]1[CH:12]=[N:11][C:10]([C:13]([O-:15])=O)=[N:9]1.CC[N:20]([CH:24]([CH3:26])C)[CH:21]([CH3:23])C.FC(F)(F)[C:29]([OH:31])=[O:30].[C:34]1([C:40]2[CH:45]=[C:44]([CH:46]3CCNCC3)[CH:43]=[CH:42][C:41]=2[NH:52]C(C2NC=C(C#N)N=2)=O)[CH2:39][CH2:38][CH2:37][CH2:36][CH:35]=1.C1CN([P+](Br)(N2[CH2:77][CH2:76][CH2:75]C2)N2CCCC2)CC1.F[P-](F)(F)(F)(F)F.[CH2:86](Cl)Cl. No catalyst specified. The product is [C:76]([O:31][C:29]([N:20]1[CH2:21][CH2:23][CH:46]([C:44]2[CH:43]=[CH:42][C:41]([NH:52][C:13]([C:10]3[N:11]=[CH:12][N:8]([CH2:7][O:6][CH2:5][CH2:4][Si:3]([CH3:2])([CH3:17])[CH3:16])[N:9]=3)=[O:15])=[C:40]([C:34]3[CH2:39][CH2:38][CH2:37][CH2:36][CH:35]=3)[CH:45]=2)[CH2:26][CH2:24]1)=[O:30])([CH3:75])([CH3:77])[CH3:86]. The yield is 0.550. (4) The reactants are [CH2:1]([O:3][C:4](=[O:19])[CH:5](OC(=O)C)[C:6]1[CH:11]=[CH:10][C:9]([S:12][CH3:13])=[C:8]([Cl:14])[CH:7]=1)[CH3:2].[I-].[Sm+3].[I-].[I-].O1CCCC1. The catalyst is CN(C)P(N(C)C)(N(C)C)=O.CO.O. The product is [CH2:1]([O:3][C:4](=[O:19])[CH2:5][C:6]1[CH:11]=[CH:10][C:9]([S:12][CH3:13])=[C:8]([Cl:14])[CH:7]=1)[CH3:2]. The yield is 0.600. (5) The reactants are [C:1]([C:5]1[CH:10]=[CH:9][C:8]([C:11]2[CH:16]=[CH:15][C:14](/[C:17](/[CH3:21])=[CH:18]/[CH2:19][OH:20])=[CH:13][CH:12]=2)=[CH:7][CH:6]=1)([CH3:4])([CH3:3])[CH3:2].[CH2:22]([O:24][C@@H:25]([CH2:31][C:32]1[CH:37]=[CH:36][C:35](O)=[CH:34][CH:33]=1)[C:26]([O:28][CH2:29][CH3:30])=[O:27])[CH3:23]. No catalyst specified. The product is [C:1]([C:5]1[CH:10]=[CH:9][C:8]([C:11]2[CH:12]=[CH:13][C:14](/[C:17](/[CH3:21])=[CH:18]/[CH2:19][O:20][C:35]3[CH:34]=[CH:33][C:32]([CH2:31][C@H:25]([O:24][CH2:22][CH3:23])[C:26]([O:28][CH2:29][CH3:30])=[O:27])=[CH:37][CH:36]=3)=[CH:15][CH:16]=2)=[CH:7][CH:6]=1)([CH3:4])([CH3:2])[CH3:3]. The yield is 0.750. (6) The reactants are [N+:1]([C:4]1[CH:59]=[CH:58][C:7]([CH2:8][O:9][C:10]([CH2:12][NH:13][C:14]([C:16]2[N:17]=[C:18]([N:21]3[CH2:24][CH:23]([S:25][C:26]4[C@H:27]([CH3:57])[C@@H:28]5[C@@H:45]([C@H:46]([O:48][Si](C(C)(C)C)(C)C)[CH3:47])[C:44](=[O:56])[N:29]5[C:30]=4[C:31]([O:33][CH2:34][C:35]4[CH:40]=[CH:39][C:38]([N+:41]([O-:43])=[O:42])=[CH:37][CH:36]=4)=[O:32])[CH2:22]3)[S:19][CH:20]=2)=[O:15])=[O:11])=[CH:6][CH:5]=1)([O-:3])=[O:2].C(O)(=O)C.[F-].C([N+](CCCC)(CCCC)CCCC)CCC.C(=O)([O-])O.[Na+]. The catalyst is O1CCCC1.C(OCC)(=O)C. The product is [N+:1]([C:4]1[CH:59]=[CH:58][C:7]([CH2:8][O:9][C:10]([CH2:12][NH:13][C:14]([C:16]2[N:17]=[C:18]([N:21]3[CH2:24][CH:23]([S:25][C:26]4[C@H:27]([CH3:57])[C@@H:28]5[C@@H:45]([C@H:46]([OH:48])[CH3:47])[C:44](=[O:56])[N:29]5[C:30]=4[C:31]([O:33][CH2:34][C:35]4[CH:40]=[CH:39][C:38]([N+:41]([O-:43])=[O:42])=[CH:37][CH:36]=4)=[O:32])[CH2:22]3)[S:19][CH:20]=2)=[O:15])=[O:11])=[CH:6][CH:5]=1)([O-:3])=[O:2]. The yield is 0.530. (7) The reactants are Cl[C:2]1[N:11]=[C:10]([Cl:12])[CH:9]=[C:8]([C:13]#[N:14])[C:3]=1[C:4]([O:6][CH3:7])=[O:5].[NH:15]1[C:23]2[C:18](=[CH:19][CH:20]=[C:21]([NH2:24])[CH:22]=2)[CH:17]=[N:16]1.CCN(CC)CC.O. The yield is 0.385. The product is [NH:15]1[C:23]2[C:18](=[CH:19][CH:20]=[C:21]([NH:24][C:2]3[N:11]=[C:10]([Cl:12])[CH:9]=[C:8]([C:13]#[N:14])[C:3]=3[C:4]([O:6][CH3:7])=[O:5])[CH:22]=2)[CH:17]=[N:16]1. The catalyst is C1COCC1.CCOC(C)=O. (8) The reactants are [NH:1]1[CH2:11][CH2:10][CH2:9][CH:3]([C:4]([O:6][CH2:7][CH3:8])=[O:5])[CH2:2]1.CCN(C(C)C)C(C)C.[F:21][C:22]1[CH:30]=[CH:29][C:25]([C:26](Cl)=[O:27])=[CH:24][CH:23]=1. The catalyst is C1COCC1. The product is [CH2:7]([O:6][C:4]([CH:3]1[CH2:9][CH2:10][CH2:11][N:1]([C:26](=[O:27])[C:25]2[CH:29]=[CH:30][C:22]([F:21])=[CH:23][CH:24]=2)[CH2:2]1)=[O:5])[CH3:8]. The yield is 0.330. (9) The reactants are [N:1]1[CH:6]=[CH:5][CH:4]=[CH:3][C:2]=1[O:7][CH2:8][C:9]1[CH:31]=[CH:30][C:12]([CH2:13][C:14]2[CH:18]=[C:17]([C:19]3[C:20]([NH:25][P:26](=[O:29])([OH:28])[OH:27])=[N:21][CH:22]=[CH:23][CH:24]=3)[O:16][N:15]=2)=[CH:11][CH:10]=1.CO.[NH2:34][C@H:35]([C:41]([OH:43])=[O:42])[CH2:36][CH2:37][CH2:38][CH2:39][NH2:40]. The catalyst is O. The product is [N:1]1[CH:6]=[CH:5][CH:4]=[CH:3][C:2]=1[O:7][CH2:8][C:9]1[CH:31]=[CH:30][C:12]([CH2:13][C:14]2[CH:18]=[C:17]([C:19]3[C:20]([NH:25][P:26]([O-:28])([O-:29])=[O:27])=[N:21][CH:22]=[CH:23][CH:24]=3)[O:16][N:15]=2)=[CH:11][CH:10]=1.[NH3+:40][CH2:39][CH2:38][CH2:37][CH2:36][C@@H:35]([C:41]([OH:43])=[O:42])[NH2:34].[NH3+:40][CH2:39][CH2:38][CH2:37][CH2:36][C@@H:35]([C:41]([OH:43])=[O:42])[NH2:34]. The yield is 0.600.